The task is: Regression. Given two drug SMILES strings and cell line genomic features, predict the synergy score measuring deviation from expected non-interaction effect.. This data is from NCI-60 drug combinations with 297,098 pairs across 59 cell lines. Drug 1: C1=NC2=C(N1)C(=S)N=CN2. Drug 2: CC1CCCC2(C(O2)CC(NC(=O)CC(C(C(=O)C(C1O)C)(C)C)O)C(=CC3=CSC(=N3)C)C)C. Cell line: SK-MEL-28. Synergy scores: CSS=31.1, Synergy_ZIP=-0.897, Synergy_Bliss=-1.44, Synergy_Loewe=-6.11, Synergy_HSA=0.0188.